This data is from Reaction yield outcomes from USPTO patents with 853,638 reactions. The task is: Predict the reaction yield, written as a fraction of the theoretical maximum amount of product (1.0 means a 100% yield; for example, 0.34 means a 34% yield). The reactants are [CH3:1][C:2]([N:6]1[CH2:11][CH2:10][NH:9][CH2:8][CH2:7]1)([CH3:5])[CH2:3][OH:4].CCN(CC)CC.[CH:19]([N:22]1[C:26]([C:27]2[N:36]=[C:35]3[N:29]([CH2:30][CH2:31][O:32][C:33]4[CH:40]=[CH:39][C:38]([S:41](Cl)(=[O:43])=[O:42])=[CH:37][C:34]=43)[CH:28]=2)=[N:25][CH:24]=[N:23]1)([CH3:21])[CH3:20]. The catalyst is C(Cl)Cl. The product is [CH:19]([N:22]1[C:26]([C:27]2[N:36]=[C:35]3[C:34]4[CH:37]=[C:38]([S:41]([N:9]5[CH2:8][CH2:7][N:6]([C:2]([CH3:1])([CH3:5])[CH2:3][OH:4])[CH2:11][CH2:10]5)(=[O:43])=[O:42])[CH:39]=[CH:40][C:33]=4[O:32][CH2:31][CH2:30][N:29]3[CH:28]=2)=[N:25][CH:24]=[N:23]1)([CH3:21])[CH3:20]. The yield is 0.260.